Dataset: Reaction yield outcomes from USPTO patents with 853,638 reactions. Task: Predict the reaction yield, written as a fraction of the theoretical maximum amount of product (1.0 means a 100% yield; for example, 0.34 means a 34% yield). The reactants are [CH2:1]([O:3][C:4]([C:6]1[S:10][C:9]([N:11]2[CH2:16][CH2:15][O:14][CH2:13][CH2:12]2)=[N:8][C:7]=1[CH3:17])=[O:5])[CH3:2].C(Cl)Cl.[Br:21]N1C(=O)CCC1=O. The catalyst is N(C(C)(C)C#N)=NC(C)(C)C#N. The product is [Br:21][CH2:17][C:7]1[N:8]=[C:9]([N:11]2[CH2:12][CH2:13][O:14][CH2:15][CH2:16]2)[S:10][C:6]=1[C:4]([O:3][CH2:1][CH3:2])=[O:5]. The yield is 0.711.